This data is from Peptide-MHC class II binding affinity with 134,281 pairs from IEDB. The task is: Regression. Given a peptide amino acid sequence and an MHC pseudo amino acid sequence, predict their binding affinity value. This is MHC class II binding data. (1) The peptide sequence is YRWMCLRRFIIFLFI. The MHC is DRB1_0101 with pseudo-sequence DRB1_0101. The binding affinity (normalized) is 0. (2) The peptide sequence is VFLGSAYGIPKVPPG. The MHC is HLA-DQA10102-DQB10602 with pseudo-sequence HLA-DQA10102-DQB10602. The binding affinity (normalized) is 0.0682. (3) The MHC is HLA-DQA10101-DQB10501 with pseudo-sequence HLA-DQA10101-DQB10501. The binding affinity (normalized) is 0.481. The peptide sequence is LRPTFDTRLMRLEDE.